From a dataset of Forward reaction prediction with 1.9M reactions from USPTO patents (1976-2016). Predict the product of the given reaction. (1) Given the reactants [C:1]([C:5]1[CH:10]=[CH:9][C:8]([N:11]=[C:12]=[O:13])=[CH:7][CH:6]=1)([CH3:4])([CH3:3])[CH3:2].C(N(CC)CC)C.Cl.C[O:23][C:24](=O)[C:25]([CH3:28])([CH3:27])[NH2:26], predict the reaction product. The product is: [C:1]([C:5]1[CH:10]=[CH:9][C:8]([N:11]2[C:24](=[O:23])[C:25]([CH3:28])([CH3:27])[NH:26][C:12]2=[O:13])=[CH:7][CH:6]=1)([CH3:4])([CH3:2])[CH3:3]. (2) Given the reactants [C:1]([O:7][CH2:8]Cl)(=[O:6])[C:2]([CH3:5])([CH3:4])[CH3:3].[Na+].[I-:11], predict the reaction product. The product is: [C:1]([O:7][CH2:8][I:11])(=[O:6])[C:2]([CH3:5])([CH3:4])[CH3:3]. (3) The product is: [OH:1][C@H:2]([CH2:8][CH2:9][CH2:10][CH2:11][CH2:12][CH2:13][CH2:14][CH2:15][CH2:16][CH2:17][CH3:18])[CH2:3][C:4]([O-:6])=[O:5].[CH:29]1([NH2+:28][CH:22]2[CH2:23][CH2:24][CH2:25][CH2:26][CH2:27]2)[CH2:30][CH2:31][CH2:32][CH2:33][CH2:34]1. Given the reactants [O:1]=[C:2]([CH2:8][CH2:9][CH2:10][CH2:11][CH2:12][CH2:13][CH2:14][CH2:15][CH2:16][CH2:17][CH3:18])[CH2:3][C:4]([O:6]C)=[O:5].Cl.[Li+].[OH-].[CH:22]1([NH:28][CH:29]2[CH2:34][CH2:33][CH2:32][CH2:31][CH2:30]2)[CH2:27][CH2:26][CH2:25][CH2:24][CH2:23]1, predict the reaction product. (4) The product is: [C:8]([C:6]1[CH:7]=[C:2]([NH:1][C:34]([NH:33][C:30]2[CH:31]=[CH:32][C:27]([O:26][CH3:25])=[CH:28][CH:29]=2)=[O:35])[CH:3]=[CH:4][C:5]=1[O:11][CH:12]([C:13]1[CH:18]=[CH:17][CH:16]=[CH:15][CH:14]=1)[C:19]1[CH:20]=[CH:21][CH:22]=[CH:23][CH:24]=1)(=[O:10])[CH3:9]. Given the reactants [NH2:1][C:2]1[CH:3]=[CH:4][C:5]([O:11][CH:12]([C:19]2[CH:24]=[CH:23][CH:22]=[CH:21][CH:20]=2)[C:13]2[CH:18]=[CH:17][CH:16]=[CH:15][CH:14]=2)=[C:6]([C:8](=[O:10])[CH3:9])[CH:7]=1.[CH3:25][O:26][C:27]1[CH:32]=[CH:31][C:30]([N:33]=[C:34]=[O:35])=[CH:29][CH:28]=1, predict the reaction product. (5) Given the reactants [CH:1]1[C:13]2[NH:12][C:11]3[C:6](=[CH:7][CH:8]=[CH:9][CH:10]=3)[C:5]=2[CH:4]=[CH:3][CH:2]=1.[H-].[Na+].[CH3:16][O:17][C:18](=[O:28])[CH2:19][C:20]1[CH:25]=[CH:24][C:23]([CH2:26]Br)=[CH:22][CH:21]=1, predict the reaction product. The product is: [CH3:16][O:17][C:18](=[O:28])[CH2:19][C:20]1[CH:21]=[CH:22][C:23]([CH2:26][N:12]2[C:11]3[CH:10]=[CH:9][CH:8]=[CH:7][C:6]=3[C:5]3[C:13]2=[CH:1][CH:2]=[CH:3][CH:4]=3)=[CH:24][CH:25]=1.